The task is: Predict the reactants needed to synthesize the given product.. This data is from Full USPTO retrosynthesis dataset with 1.9M reactions from patents (1976-2016). (1) Given the product [Cl:1][CH2:2][C:3]1[C:12]2[C:7](=[CH:8][C:9]([O:13][CH2:21][C:22]3[CH:27]=[CH:26][CH:25]=[CH:24][CH:23]=3)=[CH:10][CH:11]=2)[O:6][C:5](=[O:14])[CH:4]=1, predict the reactants needed to synthesize it. The reactants are: [Cl:1][CH2:2][C:3]1[C:12]2[C:7](=[CH:8][C:9]([OH:13])=[CH:10][CH:11]=2)[O:6][C:5](=[O:14])[CH:4]=1.C([O-])([O-])=O.[K+].[K+].[CH2:21](Br)[C:22]1[CH:27]=[CH:26][CH:25]=[CH:24][CH:23]=1. (2) Given the product [CH2:1]([C:3]1[C:11]2[C:6](=[N:7][CH:8]=[CH:9][CH:10]=2)[N:5]([NH2:19])[CH:4]=1)[CH3:2], predict the reactants needed to synthesize it. The reactants are: [CH2:1]([C:3]1[C:11]2[C:6](=[N:7][CH:8]=[CH:9][CH:10]=2)[NH:5][CH:4]=1)[CH3:2].CC([O-])(C)C.[K+].C[N:19](C=O)C. (3) Given the product [CH2:1]([O:3][C:4]([C:6]1[C:11]([CH3:12])=[CH:10][C:9](=[O:13])[N:8]([NH:14][CH2:16][CH2:17][CH3:18])[C:7]=1[CH3:15])=[O:5])[CH3:2], predict the reactants needed to synthesize it. The reactants are: [CH2:1]([O:3][C:4]([C:6]1[C:11]([CH3:12])=[CH:10][C:9](=[O:13])[N:8]([NH2:14])[C:7]=1[CH3:15])=[O:5])[CH3:2].[CH:16](=O)[CH2:17][CH3:18].C(O)(=O)C.CO.C([BH3-])#N.[Na+]. (4) The reactants are: C([O:3][C:4](=[O:21])[C@@H:5]([O:19][CH3:20])[CH2:6][C:7]1[CH:12]=[CH:11][C:10]([C:13]#[C:14][CH2:15][CH2:16][CH2:17][OH:18])=[CH:9][CH:8]=1)C.[C:22]1([C:28]2[CH:33]=[CH:32][C:31](O)=[CH:30][CH:29]=2)[CH:27]=[CH:26][CH:25]=[CH:24][CH:23]=1. Given the product [C:22]1([C:28]2[CH:29]=[CH:30][CH:31]=[CH:32][CH:33]=2)[CH:27]=[CH:26][C:25]([O:18][CH2:17][CH2:16][CH2:15][C:14]#[C:13][C:10]2[CH:9]=[CH:8][C:7]([CH2:6][C@H:5]([O:19][CH3:20])[C:4]([OH:3])=[O:21])=[CH:12][CH:11]=2)=[CH:24][CH:23]=1, predict the reactants needed to synthesize it. (5) Given the product [OH:7][C@H:8]([CH3:17])[CH2:9][CH2:10][CH2:11][CH2:12][C:13]([O:15][CH3:16])=[O:14], predict the reactants needed to synthesize it. The reactants are: O1CCCC1.B.[O:7]=[C:8]([CH3:17])[CH2:9][CH2:10][CH2:11][CH2:12][C:13]([O:15][CH3:16])=[O:14]. (6) Given the product [CH2:1]([O:8][C:9]1[CH:14]=[C:13](/[CH:15]=[CH:16]/[C@@H:17]2[CH2:26][C:25]3[C:20](=[CH:21][CH:22]=[CH:23][CH:24]=3)[CH2:19][N:18]2[S:49]([CH3:48])(=[O:51])=[O:50])[CH:12]=[CH:11][C:10]=1[N:27]1[S:31](=[O:32])(=[O:33])[N:30]([CH2:34][CH2:35][Si:36]([CH3:38])([CH3:37])[CH3:39])[C:29](=[O:40])[CH2:28]1)[C:2]1[CH:3]=[CH:4][CH:5]=[CH:6][CH:7]=1, predict the reactants needed to synthesize it. The reactants are: [CH2:1]([O:8][C:9]1[CH:14]=[C:13](/[CH:15]=[CH:16]/[C@@H:17]2[CH2:26][C:25]3[C:20](=[CH:21][CH:22]=[CH:23][CH:24]=3)[CH2:19][NH:18]2)[CH:12]=[CH:11][C:10]=1[N:27]1[S:31](=[O:33])(=[O:32])[N:30]([CH2:34][CH2:35][Si:36]([CH3:39])([CH3:38])[CH3:37])[C:29](=[O:40])[CH2:28]1)[C:2]1[CH:7]=[CH:6][CH:5]=[CH:4][CH:3]=1.C(N(CC)CC)C.[CH3:48][S:49](Cl)(=[O:51])=[O:50]. (7) Given the product [Cl:13][C:14]1[CH:19]=[CH:18][N:17]=[CH:16][C:15]=1[CH:22]=[O:23], predict the reactants needed to synthesize it. The reactants are: C(NC(C)C)(C)C.C([Li])CCC.[Cl:13][C:14]1[CH:19]=[CH:18][N:17]=[CH:16][CH:15]=1.CN(C)[CH:22]=[O:23]. (8) Given the product [C:1]1([S:7]([N:10]2[CH2:14][CH:13]([C:15]([N:35]3[CH2:36][CH2:37][N:32]([C:28]4[CH:27]=[C:26]([CH3:25])[CH:31]=[CH:30][N:29]=4)[CH2:33][CH2:34]3)=[O:16])[N:12]([CH:18]3[CH2:19][CH2:20][CH2:21][CH2:22][CH2:23]3)[C:11]2=[O:24])(=[O:9])=[O:8])[CH:2]=[CH:3][CH:4]=[CH:5][CH:6]=1, predict the reactants needed to synthesize it. The reactants are: [C:1]1([S:7]([N:10]2[CH2:14][CH:13]([C:15](O)=[O:16])[N:12]([CH:18]3[CH2:23][CH2:22][CH2:21][CH2:20][CH2:19]3)[C:11]2=[O:24])(=[O:9])=[O:8])[CH:6]=[CH:5][CH:4]=[CH:3][CH:2]=1.[CH3:25][C:26]1[CH:31]=[CH:30][N:29]=[C:28]([N:32]2[CH2:37][CH2:36][NH:35][CH2:34][CH2:33]2)[CH:27]=1. (9) The reactants are: Cl[C:2]1[CH:7]=[C:6]([N:8]2[CH2:12][CH2:11][CH2:10][CH2:9]2)[N:5]=[C:4](/[CH:13]=[CH:14]/[C:15]2[C:16]([N:25]([CH3:27])[CH3:26])=[N:17][C:18]3[C:23]([N:24]=2)=[CH:22][CH:21]=[CH:20][CH:19]=3)[N:3]=1.[CH3:28][NH:29][CH:30]1[CH2:35][CH2:34][O:33][CH2:32][CH2:31]1.CC(C)([O-])C.[Na+].C1(P(C2CCCCC2)C2C=CC=CC=2C2C=CC=CC=2N(C)C)CCCCC1. Given the product [CH3:26][N:25]([CH3:27])[C:16]1[C:15](/[CH:14]=[CH:13]/[C:4]2[N:3]=[C:2]([N:29]([CH3:28])[CH:30]3[CH2:35][CH2:34][O:33][CH2:32][CH2:31]3)[CH:7]=[C:6]([N:8]3[CH2:9][CH2:10][CH2:11][CH2:12]3)[N:5]=2)=[N:24][C:23]2[C:18](=[CH:19][CH:20]=[CH:21][CH:22]=2)[N:17]=1, predict the reactants needed to synthesize it.